From a dataset of Experimentally validated miRNA-target interactions with 360,000+ pairs, plus equal number of negative samples. Binary Classification. Given a miRNA mature sequence and a target amino acid sequence, predict their likelihood of interaction. (1) The miRNA is mmu-miR-5135 with sequence AGGUCUAGGUGGCAAGGGCGUCCU. The protein sequence of the target gene is MSASEDVWRKDLKMIHGYPMIYAFALNWERIEEFQSTPGDIVITTYPKSGTTWLSEIVDMVLNDGNVEKCKRDVITSKVPMLELSVPGIRISGVELLKKTPSPRIIKTHLPIDLLPKSFWENKCKMIYLARNGKDVAVSYYHFDLMNSINPLPGTWEEYLEKFLAGNVAYGSWFDHVKSWWEKREEHPLLYLYYEELKQNPKKEIKKIASFLDKTLDEEALDRIVHHTSFEMMKENPLVNYTHLPTAMMDHSKSPFMRKGIVGDWKNYFTMTQTEQFDAVYKKKMSGTTLEFCTDIQSA. Result: 1 (interaction). (2) The protein sequence of the target gene is MPLVTRNIEPRHLCRQTLPSDTSELECRTNITLANVIRQLGSLSKYAEDIFGEICTQASAFASRVNSLAERVDRVQVKVTQLDPKEEEVSLQGINTRKAFRSSTTQDQKLFDRNSLPVPVLETYNSCDAPPPLNNLSPYRDDGKEALKFYTNPSYFFDLWKEKMLQDTKDIMKEKRKHRKEKKDNPNRGNVNPRKIKTRKEEWEKMKMGQEFVESKERLGPSGYSSTLVYQNGSIGSVENVDAASYPPPPQSDSASSPSPSFSEDNLPPPPAEFSYPADNQRGSVLAGPKRTSMVSPSHP.... The miRNA is hsa-miR-4430 with sequence AGGCUGGAGUGAGCGGAG. Result: 0 (no interaction).